This data is from Full USPTO retrosynthesis dataset with 1.9M reactions from patents (1976-2016). The task is: Predict the reactants needed to synthesize the given product. (1) The reactants are: [Br:1][C:2]1[C:11]2[C:6](=[CH:7][CH:8]=[C:9]([C:12]([C:14]3[CH:19]=[CH:18][C:17]([Cl:20])=[CH:16][CH:15]=3)=[O:13])[CH:10]=2)[N:5]=[CH:4][CH:3]=1.[Cl:21][C:22]1[CH:27]=[CH:26][C:25]([Mg]Br)=[CH:24][CH:23]=1. Given the product [Br:1][C:2]1[C:11]2[C:6](=[CH:7][CH:8]=[C:9]([C:12]([C:25]3[CH:26]=[CH:27][C:22]([Cl:21])=[CH:23][CH:24]=3)([C:14]3[CH:19]=[CH:18][C:17]([Cl:20])=[CH:16][CH:15]=3)[OH:13])[CH:10]=2)[N:5]=[CH:4][CH:3]=1, predict the reactants needed to synthesize it. (2) Given the product [F:36][CH:19]([F:18])[C:20]1[CH:25]=[CH:24][N:23]=[C:22]([NH:26][C:27]2[N:28]=[C:29]([C:34]3[N:3]=[N:2][N:1]([CH2:4][CH:5]4[O:10][CH2:9][CH2:8][N:7]([C:11]([O:13][C:14]([CH3:17])([CH3:16])[CH3:15])=[O:12])[CH2:6]4)[CH:35]=3)[CH:30]=[C:31]([CH3:33])[CH:32]=2)[CH:21]=1, predict the reactants needed to synthesize it. The reactants are: [N:1]([CH2:4][CH:5]1[O:10][CH2:9][CH2:8][N:7]([C:11]([O:13][C:14]([CH3:17])([CH3:16])[CH3:15])=[O:12])[CH2:6]1)=[N+:2]=[N-:3].[F:18][CH:19]([F:36])[C:20]1[CH:25]=[CH:24][N:23]=[C:22]([NH:26][C:27]2[CH:32]=[C:31]([CH3:33])[CH:30]=[C:29]([C:34]#[CH:35])[N:28]=2)[CH:21]=1.O=C1O[C@H]([C@H](CO)O)C([O-])=C1O.[Na+]. (3) Given the product [F:36][C:6]1[CH:7]=[CH:8][C:3]([O:2][CH3:1])=[C:4]([C:11]2[NH:15][N:14]=[C:13]([O:16][CH2:17][C:18]3[CH:23]=[CH:22][CH:21]=[CH:20][C:19]=3[F:24])[CH:12]=2)[CH:5]=1, predict the reactants needed to synthesize it. The reactants are: [CH3:1][O:2][C:3]1[C:8](OC)=[CH:7][CH:6]=[CH:5][C:4]=1[C:11]1[NH:15][N:14]=[C:13]([O:16][CH2:17][C:18]2[CH:23]=[CH:22][CH:21]=[CH:20][C:19]=2[F:24])[CH:12]=1.COC1C=CC([F:36])=CC=1C(O)=O. (4) Given the product [CH3:9][O:8][C:4]1[CH:3]=[C:2]([C:25]2([OH:28])[CH2:26][CH2:27][N:22]([CH2:15][C:16]3[CH:21]=[CH:20][CH:19]=[CH:18][CH:17]=3)[CH2:23][CH2:24]2)[CH:7]=[CH:6][CH:5]=1, predict the reactants needed to synthesize it. The reactants are: Br[C:2]1[CH:3]=[C:4]([O:8][CH3:9])[CH:5]=[CH:6][CH:7]=1.C([Li])CCC.[CH2:15]([N:22]1[CH2:27][CH2:26][C:25](=[O:28])[CH2:24][CH2:23]1)[C:16]1[CH:21]=[CH:20][CH:19]=[CH:18][CH:17]=1. (5) Given the product [ClH:1].[CH3:28][C:21]1[CH:22]=[C:23]([CH:26]=[CH:27][C:20]=1[S:17]([N:14]1[CH2:15][CH2:16][N:11]([C:9]([C:5]2[C:6]([CH3:8])=[N:7][C:2]([N:30]3[CH2:35][CH2:34][O:33][CH2:32][CH2:31]3)=[CH:3][CH:4]=2)=[O:10])[C@@H:12]([CH3:29])[CH2:13]1)(=[O:19])=[O:18])[C:24]#[N:25], predict the reactants needed to synthesize it. The reactants are: [Cl:1][C:2]1[N:7]=[C:6]([CH3:8])[C:5]([C:9]([N:11]2[CH2:16][CH2:15][N:14]([S:17]([C:20]3[CH:27]=[CH:26][C:23]([C:24]#[N:25])=[CH:22][C:21]=3[CH3:28])(=[O:19])=[O:18])[CH2:13][C@@H:12]2[CH3:29])=[O:10])=[CH:4][CH:3]=1.[NH:30]1[CH2:35][CH2:34][O:33][CH2:32][CH2:31]1. (6) Given the product [CH2:1]([O:3][C:4]([CH:6]1[CH2:12][CH2:11][C:10]2[CH:13]=[CH:14][C:15]([O:17][CH3:18])=[CH:16][C:9]=2[N:8]([CH2:20][CH3:21])[C:7]1=[O:19])=[O:5])[CH3:2], predict the reactants needed to synthesize it. The reactants are: [CH2:1]([O:3][C:4]([CH:6]1[CH2:12][CH2:11][C:10]2[CH:13]=[CH:14][C:15]([O:17][CH3:18])=[CH:16][C:9]=2[NH:8][C:7]1=[O:19])=[O:5])[CH3:2].[CH2:20](I)[CH3:21].C([O-])([O-])=O.[Cs+].[Cs+]. (7) Given the product [NH2:1][C:2]1[CH:7]=[CH:6][C:5]([C:8]2[S:9][CH:10]=[CH:11][CH:12]=2)=[CH:4][C:3]=1[NH:13][C:14]([C:16]1[CH:21]=[CH:20][C:19]([P:22](=[O:26])([OH:29])[O:23][CH2:24][CH3:25])=[CH:18][CH:17]=1)=[O:15], predict the reactants needed to synthesize it. The reactants are: [NH2:1][C:2]1[CH:7]=[CH:6][C:5]([C:8]2[S:9][CH:10]=[CH:11][CH:12]=2)=[CH:4][C:3]=1[NH:13][C:14]([C:16]1[CH:21]=[CH:20][C:19]([P:22](=[O:29])([O:26]CC)[O:23][CH2:24][CH3:25])=[CH:18][CH:17]=1)=[O:15].[OH-].[Na+].